The task is: Predict which catalyst facilitates the given reaction.. This data is from Catalyst prediction with 721,799 reactions and 888 catalyst types from USPTO. (1) The catalyst class is: 1. Reactant: [S:1]=[C:2]1[C@H:8]([NH:9][C:10](=[O:19])[O:11][CH2:12][C:13]2[CH:18]=[CH:17][CH:16]=[CH:15][CH:14]=2)[CH2:7][CH2:6][C:5]2[CH:20]=[CH:21][CH:22]=[CH:23][C:4]=2[NH:3]1.[H-].[Na+].[CH3:26]I. Product: [CH3:26][S:1][C:2]1[C@H:8]([NH:9][C:10](=[O:19])[O:11][CH2:12][C:13]2[CH:14]=[CH:15][CH:16]=[CH:17][CH:18]=2)[CH2:7][CH2:6][C:5]2[CH:20]=[CH:21][CH:22]=[CH:23][C:4]=2[N:3]=1. (2) Reactant: C(OC([N:11]1[CH2:16][CH2:15][C:14]2([C:24]3[C:19](=[CH:20][CH:21]=[C:22]([C:25]([CH3:28])([CH3:27])[CH3:26])[CH:23]=3)[N:18]([C:29](=[O:38])[C:30]3[C:35]([F:36])=[CH:34][CH:33]=[CH:32][C:31]=3[F:37])[CH2:17]2)[CH2:13][CH2:12]1)=O)C1C=CC=CC=1. Product: [C:25]([C:22]1[CH:23]=[C:24]2[C:14]3([CH2:15][CH2:16][NH:11][CH2:12][CH2:13]3)[CH2:17][N:18]([C:29](=[O:38])[C:30]3[C:35]([F:36])=[CH:34][CH:33]=[CH:32][C:31]=3[F:37])[C:19]2=[CH:20][CH:21]=1)([CH3:28])([CH3:26])[CH3:27]. The catalyst class is: 19. (3) Reactant: [C:1]([NH:4][C:5]1[CH:10]=[CH:9][CH:8]=[CH:7][CH:6]=1)(=[O:3])[CH3:2].[C:11]1(=[O:17])[O:16][C:14](=[O:15])[CH2:13][CH2:12]1.[Cl-].[Cl-].[Cl-].[Al+3]. Product: [C:1]([NH:4][C:5]1[CH:10]=[CH:9][C:8]([C:11](=[O:17])[CH2:12][CH2:13][C:14]([OH:16])=[O:15])=[CH:7][CH:6]=1)(=[O:3])[CH3:2]. The catalyst class is: 534. (4) Reactant: [Br:1][C:2]1[CH:3]=[C:4]([CH:12]=[C:13]([CH:15]([OH:20])[C:16]([F:19])([F:18])[F:17])[CH:14]=1)[C:5]([O:7][C:8]([CH3:11])([CH3:10])[CH3:9])=[O:6].CC(OI1(OC(C)=O)(OC(C)=O)OC(=O)C2C1=CC=CC=2)=O.C([O-])(O)=O.[Na+].[O-]S([O-])=O.[Na+].[Na+]. Product: [Br:1][C:2]1[CH:3]=[C:4]([CH:12]=[C:13]([C:15](=[O:20])[C:16]([F:18])([F:19])[F:17])[CH:14]=1)[C:5]([O:7][C:8]([CH3:11])([CH3:9])[CH3:10])=[O:6]. The catalyst class is: 4. (5) Reactant: [F:1][C:2]([F:17])([F:16])[C:3]([C:6]1[CH:15]=[CH:14][C:9]([C:10]([O:12]C)=[O:11])=[CH:8][CH:7]=1)([OH:5])[CH3:4].CO.[OH-].[Li+]. Product: [F:1][C:2]([F:16])([F:17])[C:3]([C:6]1[CH:15]=[CH:14][C:9]([C:10]([OH:12])=[O:11])=[CH:8][CH:7]=1)([OH:5])[CH3:4]. The catalyst class is: 6. (6) Reactant: [OH:1][C:2]1[NH:6][N:5]=[C:4]([C:7]2[CH:12]=[CH:11][C:10]([O:13][CH:14]([CH3:16])[CH3:15])=[C:9]([CH3:17])[CH:8]=2)[CH:3]=1.Br[CH2:19][CH2:20]Br.C(=O)([O-])[O-].[K+].[K+]. Product: [CH:14]([O:13][C:10]1[CH:11]=[CH:12][C:7]([C:4]2[CH:3]=[C:2]3[O:1][CH2:19][CH2:20][N:6]3[N:5]=2)=[CH:8][C:9]=1[CH3:17])([CH3:15])[CH3:16]. The catalyst class is: 10.